Dataset: Full USPTO retrosynthesis dataset with 1.9M reactions from patents (1976-2016). Task: Predict the reactants needed to synthesize the given product. Given the product [OH:23][CH2:22][C:9]1[CH:10]=[C:11]([NH:12][S:13]([C:16]2[CH:21]=[CH:20][CH:19]=[CH:18][CH:17]=2)(=[O:15])=[O:14])[N:7]([C:1]2[CH:6]=[CH:5][CH:4]=[CH:3][CH:2]=2)[N:8]=1, predict the reactants needed to synthesize it. The reactants are: [C:1]1([N:7]2[C:11]([NH:12][S:13]([C:16]3[CH:21]=[CH:20][CH:19]=[CH:18][CH:17]=3)(=[O:15])=[O:14])=[CH:10][C:9]([C:22](OCC)=[O:23])=[N:8]2)[CH:6]=[CH:5][CH:4]=[CH:3][CH:2]=1.[H-].C([Al+]CC(C)C)C(C)C.Cl.